This data is from CYP1A2 inhibition data for predicting drug metabolism from PubChem BioAssay. The task is: Regression/Classification. Given a drug SMILES string, predict its absorption, distribution, metabolism, or excretion properties. Task type varies by dataset: regression for continuous measurements (e.g., permeability, clearance, half-life) or binary classification for categorical outcomes (e.g., BBB penetration, CYP inhibition). Dataset: cyp1a2_veith. (1) The compound is Cc1nc2cnc(OCc3ccccc3)nc2n(CCC#N)c1=O. The result is 1 (inhibitor). (2) The molecule is Clc1ccc(SCc2cc(-c3ccccc3)no2)cc1. The result is 1 (inhibitor). (3) The compound is CCNc1ncc2nc(-c3ccc(F)cc3)c(=O)n(C[C@H]3CCCO3)c2n1. The result is 1 (inhibitor). (4) The drug is CC(C)C(NC(=O)C1CCCCC1)C(=O)NCc1ccccn1. The result is 0 (non-inhibitor). (5) The molecule is COCCn1c(=O)c(-c2ccc(F)c(F)c2)nc2cncnc21. The result is 1 (inhibitor).